Task: Regression. Given two drug SMILES strings and cell line genomic features, predict the synergy score measuring deviation from expected non-interaction effect.. Dataset: NCI-60 drug combinations with 297,098 pairs across 59 cell lines (1) Synergy scores: CSS=37.3, Synergy_ZIP=-3.23, Synergy_Bliss=-2.89, Synergy_Loewe=-15.8, Synergy_HSA=-0.860. Drug 1: CC=C1C(=O)NC(C(=O)OC2CC(=O)NC(C(=O)NC(CSSCCC=C2)C(=O)N1)C(C)C)C(C)C. Cell line: 786-0. Drug 2: CC1CCCC2(C(O2)CC(NC(=O)CC(C(C(=O)C(C1O)C)(C)C)O)C(=CC3=CSC(=N3)C)C)C. (2) Cell line: 786-0. Drug 2: CNC(=O)C1=NC=CC(=C1)OC2=CC=C(C=C2)NC(=O)NC3=CC(=C(C=C3)Cl)C(F)(F)F. Drug 1: C1CN1C2=NC(=NC(=N2)N3CC3)N4CC4. Synergy scores: CSS=12.7, Synergy_ZIP=-24.9, Synergy_Bliss=-41.3, Synergy_Loewe=-44.0, Synergy_HSA=-41.4. (3) Drug 1: CC1C(C(CC(O1)OC2CC(OC(C2O)C)OC3=CC4=CC5=C(C(=O)C(C(C5)C(C(=O)C(C(C)O)O)OC)OC6CC(C(C(O6)C)O)OC7CC(C(C(O7)C)O)OC8CC(C(C(O8)C)O)(C)O)C(=C4C(=C3C)O)O)O)O. Drug 2: C(CCl)NC(=O)N(CCCl)N=O. Cell line: HOP-92. Synergy scores: CSS=41.1, Synergy_ZIP=-2.17, Synergy_Bliss=-2.77, Synergy_Loewe=-33.0, Synergy_HSA=-1.12. (4) Drug 1: CS(=O)(=O)CCNCC1=CC=C(O1)C2=CC3=C(C=C2)N=CN=C3NC4=CC(=C(C=C4)OCC5=CC(=CC=C5)F)Cl. Drug 2: CN1C2=C(C=C(C=C2)N(CCCl)CCCl)N=C1CCCC(=O)O.Cl. Cell line: A498. Synergy scores: CSS=3.07, Synergy_ZIP=0.346, Synergy_Bliss=3.91, Synergy_Loewe=-0.874, Synergy_HSA=0.411. (5) Drug 1: CC(C)(C#N)C1=CC(=CC(=C1)CN2C=NC=N2)C(C)(C)C#N. Drug 2: C1C(C(OC1N2C=NC(=NC2=O)N)CO)O. Cell line: RXF 393. Synergy scores: CSS=-1.28, Synergy_ZIP=-1.82, Synergy_Bliss=-4.16, Synergy_Loewe=-4.50, Synergy_HSA=-3.85. (6) Drug 1: C1C(C(OC1N2C=NC3=C(N=C(N=C32)Cl)N)CO)O. Drug 2: C(=O)(N)NO. Cell line: HOP-92. Synergy scores: CSS=33.6, Synergy_ZIP=-4.58, Synergy_Bliss=2.90, Synergy_Loewe=-34.4, Synergy_HSA=2.62. (7) Synergy scores: CSS=-2.08, Synergy_ZIP=1.04, Synergy_Bliss=0.577, Synergy_Loewe=-3.32, Synergy_HSA=-1.78. Drug 2: CC(C)NC(=O)C1=CC=C(C=C1)CNNC.Cl. Drug 1: C1=CC(=CC=C1CCC2=CNC3=C2C(=O)NC(=N3)N)C(=O)NC(CCC(=O)O)C(=O)O. Cell line: EKVX. (8) Drug 1: CC1=C2C(C(=O)C3(C(CC4C(C3C(C(C2(C)C)(CC1OC(=O)C(C(C5=CC=CC=C5)NC(=O)OC(C)(C)C)O)O)OC(=O)C6=CC=CC=C6)(CO4)OC(=O)C)OC)C)OC. Drug 2: CC1=C(N=C(N=C1N)C(CC(=O)N)NCC(C(=O)N)N)C(=O)NC(C(C2=CN=CN2)OC3C(C(C(C(O3)CO)O)O)OC4C(C(C(C(O4)CO)O)OC(=O)N)O)C(=O)NC(C)C(C(C)C(=O)NC(C(C)O)C(=O)NCCC5=NC(=CS5)C6=NC(=CS6)C(=O)NCCC[S+](C)C)O. Cell line: M14. Synergy scores: CSS=33.0, Synergy_ZIP=-5.07, Synergy_Bliss=-9.98, Synergy_Loewe=-16.0, Synergy_HSA=-8.24. (9) Drug 1: CN(C)N=NC1=C(NC=N1)C(=O)N. Drug 2: C1C(C(OC1N2C=C(C(=O)NC2=O)F)CO)O. Cell line: ACHN. Synergy scores: CSS=9.18, Synergy_ZIP=-16.5, Synergy_Bliss=-24.7, Synergy_Loewe=-20.8, Synergy_HSA=-19.4.